This data is from Catalyst prediction with 721,799 reactions and 888 catalyst types from USPTO. The task is: Predict which catalyst facilitates the given reaction. (1) Product: [O:15]=[C:6]1[N:7]([CH:9]2[CH2:14][CH2:13][CH2:12][CH2:11][O:10]2)[N:8]=[C:3]([CH2:2][O:1][S:29]([C:26]2[CH:27]=[CH:28][C:23]([CH3:33])=[CH:24][CH:25]=2)(=[O:31])=[O:30])[CH:4]=[CH:5]1. The catalyst class is: 46. Reactant: [OH:1][CH2:2][C:3]1[CH:4]=[CH:5][C:6](=[O:15])[N:7]([CH:9]2[CH2:14][CH2:13][CH2:12][CH2:11][O:10]2)[N:8]=1.C(N(CC)CC)C.[C:23]1([CH3:33])[CH:28]=[CH:27][C:26]([S:29](Cl)(=[O:31])=[O:30])=[CH:25][CH:24]=1. (2) Reactant: [F:1][C:2]([F:18])([C:11]1[CH:16]=[CH:15][C:14]([CH3:17])=[CH:13][CH:12]=1)[CH2:3][N:4]1[CH2:9][CH2:8][CH:7]([NH2:10])[CH2:6][CH2:5]1.Cl[C:20]1[C:21]2[CH:28]=[CH:27][NH:26][C:22]=2[N:23]=[CH:24][N:25]=1.CCN(C(C)C)C(C)C. Product: [F:18][C:2]([F:1])([C:11]1[CH:12]=[CH:13][C:14]([CH3:17])=[CH:15][CH:16]=1)[CH2:3][N:4]1[CH2:5][CH2:6][CH:7]([NH:10][C:20]2[C:21]3[CH:28]=[CH:27][NH:26][C:22]=3[N:23]=[CH:24][N:25]=2)[CH2:8][CH2:9]1. The catalyst class is: 32. (3) The catalyst class is: 13. Product: [ClH:16].[NH2:11][C:10]1[C:2]([F:1])=[CH:3][C:4]([O:14][CH3:15])=[C:5]([CH:9]=1)[C:6]([NH2:8])=[O:7].[ClH:16]. Reactant: [F:1][C:2]1[C:10]([N+:11]([O-])=O)=[CH:9][C:5]([C:6]([NH2:8])=[O:7])=[C:4]([O:14][CH3:15])[CH:3]=1.[ClH:16]. (4) Reactant: [CH3:1][C:2]1([CH3:13])[C:11]2[C:6](=[CH:7][CH:8]=[CH:9][CH:10]=2)[C:5](=[O:12])[CH2:4][CH2:3]1.[K].C[Si]([N-][Si](C)(C)C)(C)C.C(=O)(O)[O-:25].[Na+]. Product: [OH:25][CH:4]1[CH2:3][C:2]([CH3:13])([CH3:1])[C:11]2[C:6](=[CH:7][CH:8]=[CH:9][CH:10]=2)[C:5]1=[O:12]. The catalyst class is: 1. (5) Reactant: [C:1]([O:5][C:6]([N:8]1[CH2:13][CH2:12][CH:11]([O:14][CH2:15][CH2:16][CH2:17][C:18]2[N:19]=[C:20]([C:24]3[CH:32]=[CH:31][C:27]([C:28](O)=[O:29])=[CH:26][CH:25]=3)[O:21][C:22]=2[CH3:23])[CH2:10][CH2:9]1)=[O:7])([CH3:4])([CH3:3])[CH3:2].CCN=C=NCCCN(C)C.C1C=CC2N(O)N=NC=2C=1.C(N(CC)CC)C.[N:61]1[CH:66]=[CH:65][CH:64]=[C:63]([CH2:67][NH2:68])[CH:62]=1. Product: [CH3:23][C:22]1[O:21][C:20]([C:24]2[CH:32]=[CH:31][C:27]([C:28](=[O:29])[NH:68][CH2:67][C:63]3[CH:62]=[N:61][CH:66]=[CH:65][CH:64]=3)=[CH:26][CH:25]=2)=[N:19][C:18]=1[CH2:17][CH2:16][CH2:15][O:14][CH:11]1[CH2:10][CH2:9][N:8]([C:6]([O:5][C:1]([CH3:2])([CH3:3])[CH3:4])=[O:7])[CH2:13][CH2:12]1. The catalyst class is: 9. (6) Reactant: [CH3:1][CH2:2][C@@:3]1([OH:31])[C:8](=[O:9])[O:7][CH2:6][C:5]2[C:10]([N:12]3[C:29](=[CH:30][C:4]1=2)[C:28]1[N:27]=[C:17]2[CH:18]=[CH:19][C:20]([OH:26])=[C:21]([CH2:22][N:23]([CH3:25])[CH3:24])[C:16]2=[CH:15][C:14]=1[CH2:13]3)=[O:11].Cl. Product: [CH3:1][CH2:2][C@@:3]1([OH:31])[C:8](=[O:9])[O:7][CH2:6][C:5]2[C:10]([N:12]3[C:29](=[CH:30][C:4]1=2)[C:28]1[N:27]=[C:17]2[CH:18]=[CH:19][C:20]([OH:26])=[C:21]([CH2:22][N:23]([CH3:24])[CH3:25])[C:16]2=[CH:15][C:14]=1[CH2:13]3)=[O:11]. The catalyst class is: 100.